From a dataset of Full USPTO retrosynthesis dataset with 1.9M reactions from patents (1976-2016). Predict the reactants needed to synthesize the given product. (1) Given the product [CH:13]1([CH2:19][N:20]2[CH2:6][CH2:7][CH:5]([C:8]([OH:9])=[O:10])[C:4]2=[O:11])[CH2:18][CH2:17][CH2:16][CH2:15][CH2:14]1, predict the reactants needed to synthesize it. The reactants are: CC1(C)[O:9][C:8](=[O:10])[C:5]2([CH2:7][CH2:6]2)[C:4](=[O:11])O1.[CH:13]1([CH2:19][NH2:20])[CH2:18][CH2:17][CH2:16][CH2:15][CH2:14]1. (2) Given the product [Cl:1][C:2]1[CH:7]=[CH:6][CH:5]=[C:4]([CH3:8])[N+:3]=1[O-:17], predict the reactants needed to synthesize it. The reactants are: [Cl:1][C:2]1[CH:7]=[CH:6][CH:5]=[C:4]([CH3:8])[N:3]=1.ClC1C=CC=C(C(OO)=[O:17])C=1. (3) Given the product [ClH:36].[N:23]12[CH2:24][CH2:25][CH:26]([CH2:27][CH2:28]1)[C@@H:21]([NH:20][C:18]([C:15]1[S:16][C:17]3[C:9]([C:5]4[CH:6]=[CH:7][CH:8]=[C:3]([NH:2][C:34]([C:30]5[O:29][CH:33]=[CH:32][CH:31]=5)=[O:35])[CH:4]=4)=[CH:10][CH:11]=[CH:12][C:13]=3[CH:14]=1)=[O:19])[CH2:22]2, predict the reactants needed to synthesize it. The reactants are: Cl.[NH2:2][C:3]1[CH:4]=[C:5]([C:9]2[C:17]3[S:16][C:15]([C:18]([NH:20][C@@H:21]4[CH:26]5[CH2:27][CH2:28][N:23]([CH2:24][CH2:25]5)[CH2:22]4)=[O:19])=[CH:14][C:13]=3[CH:12]=[CH:11][CH:10]=2)[CH:6]=[CH:7][CH:8]=1.[O:29]1[CH:33]=[CH:32][CH:31]=[C:30]1[C:34]([Cl:36])=[O:35]. (4) The reactants are: Br[C:2]1[CH:3]=[CH:4][C:5]([F:8])=[N:6][CH:7]=1.C([Li])CCC.CN(CCN(C)C)C.[CH2:22]1[O:32][C:25]2([CH2:30][CH2:29][C:28](=[O:31])[CH2:27][CH2:26]2)[O:24][CH2:23]1. Given the product [F:8][C:5]1[N:6]=[CH:7][C:2]([C:28]2([OH:31])[CH2:29][CH2:30][C:25]3([O:32][CH2:22][CH2:23][O:24]3)[CH2:26][CH2:27]2)=[CH:3][CH:4]=1, predict the reactants needed to synthesize it. (5) Given the product [Cl:13][CH2:14][CH2:15][CH2:16][N:3]1[C:4]2[CH:10]=[CH:9][CH:8]=[CH:7][C:5]=2[N:6]=[C:2]1[CH3:1], predict the reactants needed to synthesize it. The reactants are: [CH3:1][C:2]1[NH:6][C:5]2[CH:7]=[CH:8][CH:9]=[CH:10][C:4]=2[N:3]=1.[OH-].[Na+].[Cl:13][CH2:14][CH2:15][CH2:16]Br. (6) The reactants are: Cl[C:2]1[C:11]2[C:6](=[CH:7][C:8]([O:14][CH2:15][CH2:16][CH2:17][N:18]3[CH2:23][CH2:22][O:21][CH2:20][CH2:19]3)=[C:9]([O:12][CH3:13])[CH:10]=2)[N:5]=[CH:4][N:3]=1.[F:24][C:25]1[CH:33]=[C:32]2[C:28]([CH:29]=[CH:30][NH:31]2)=[CH:27][C:26]=1[OH:34].C(=O)([O-])[O-].[K+].[K+].O. Given the product [F:24][C:25]1[CH:33]=[C:32]2[C:28]([CH:29]=[CH:30][NH:31]2)=[CH:27][C:26]=1[O:34][C:2]1[C:11]2[C:6](=[CH:7][C:8]([O:14][CH2:15][CH2:16][CH2:17][N:18]3[CH2:23][CH2:22][O:21][CH2:20][CH2:19]3)=[C:9]([O:12][CH3:13])[CH:10]=2)[N:5]=[CH:4][N:3]=1, predict the reactants needed to synthesize it.